This data is from Forward reaction prediction with 1.9M reactions from USPTO patents (1976-2016). The task is: Predict the product of the given reaction. (1) Given the reactants [F:1][C:2]([F:21])([F:20])[O:3][C:4]1[CH:9]=[CH:8][C:7]([C:10]2[CH:18]=[CH:17][CH:16]=[C:15]3[C:11]=2[CH2:12][C:13](=[O:19])[NH:14]3)=[CH:6][CH:5]=1.[N:22]1([CH2:27][CH2:28][CH2:29][NH:30][C:31]([C:33]2[C:37](C)=[C:36]([CH:39]=O)[NH:35][C:34]=2[CH3:41])=[O:32])[CH2:26][CH2:25][CH2:24][CH2:23]1, predict the reaction product. The product is: [N:22]1([CH2:27][CH2:28][CH2:29][NH:30][C:31]([C:33]2[CH:37]=[C:36]([CH3:39])[NH:35][C:34]=2[CH:41]=[C:12]2[C:11]3[C:15](=[CH:16][CH:17]=[CH:18][C:10]=3[C:7]3[CH:6]=[CH:5][C:4]([O:3][C:2]([F:1])([F:20])[F:21])=[CH:9][CH:8]=3)[NH:14][C:13]2=[O:19])=[O:32])[CH2:26][CH2:25][CH2:24][CH2:23]1. (2) Given the reactants C(OC(=O)[CH:5]([C:11]1[C:20]2[C:15](=[CH:16][CH:17]=[C:18]([I:21])[CH:19]=2)[N:14]=[CH:13][C:12]=1[C:22]#[N:23])C(OCC)=O)C.[Cl-].[Li+].O, predict the reaction product. The product is: [I:21][C:18]1[CH:19]=[C:20]2[C:15](=[CH:16][CH:17]=1)[N:14]=[CH:13][C:12]([C:22]#[N:23])=[C:11]2[CH3:5]. (3) Given the reactants Br[C:2]1[S:6][C:5]([C:7]2[N:11]3[N:12]=[C:13]([CH3:21])[CH:14]=[C:15]([CH:16]([CH2:19][CH3:20])[CH2:17][CH3:18])[C:10]3=[N:9][C:8]=2[CH3:22])=[C:4]([C:23]#[N:24])[CH:3]=1.[Br-].[S:26]1[CH:30]=[CH:29][N:28]=[C:27]1[Zn+], predict the reaction product. The product is: [CH2:17]([CH:16]([C:15]1[C:10]2[N:11]([C:7]([C:5]3[S:6][C:2]([C:27]4[S:26][CH:30]=[CH:29][N:28]=4)=[CH:3][C:4]=3[C:23]#[N:24])=[C:8]([CH3:22])[N:9]=2)[N:12]=[C:13]([CH3:21])[CH:14]=1)[CH2:19][CH3:20])[CH3:18]. (4) Given the reactants [Cl:1][C:2]1[C:3]([O:12][C:13]2[CH:18]=[C:17]([O:19][CH:20]([CH3:22])[CH3:21])[CH:16]=[CH:15][C:14]=2/[CH:23]=[C:24](\[CH3:28])/[C:25](O)=[O:26])=[N:4][CH:5]=[C:6]([C:8]([F:11])([F:10])[F:9])[CH:7]=1.[N:29]1[CH:34]=[CH:33][CH:32]=[CH:31][C:30]=1[CH2:35][CH2:36][NH:37][S:38]([NH2:41])(=[O:40])=[O:39].Cl.C(N=C=NCCCN(C)C)C.CN(C)C=O, predict the reaction product. The product is: [Cl:1][C:2]1[C:3]([O:12][C:13]2[CH:18]=[C:17]([O:19][CH:20]([CH3:22])[CH3:21])[CH:16]=[CH:15][C:14]=2/[CH:23]=[C:24](\[CH3:28])/[C:25]([NH:41][S:38]([NH:37][CH2:36][CH2:35][C:30]2[CH:31]=[CH:32][CH:33]=[CH:34][N:29]=2)(=[O:39])=[O:40])=[O:26])=[N:4][CH:5]=[C:6]([C:8]([F:9])([F:11])[F:10])[CH:7]=1. (5) Given the reactants [F:1][C:2]1[CH:3]=[C:4]([CH:8]=[CH:9][CH:10]=1)[C:5]([OH:7])=O.CCN=C=NCCCN(C)C.C1C=CC2N(O)N=NC=2C=1.[Cl:32][CH2:33][C:34]([NH:36]O)=[NH:35], predict the reaction product. The product is: [Cl:32][CH2:33][C:34]1[N:36]=[C:5]([C:4]2[CH:8]=[CH:9][CH:10]=[C:2]([F:1])[CH:3]=2)[O:7][N:35]=1. (6) Given the reactants [CH3:1][C:2]1[CH:22]=[CH:21][C:5]([C:6]([NH:8][C:9]2[C:10]([CH3:20])=[N:11][NH:12][C:13]=2[C:14]2[CH:19]=[CH:18][CH:17]=[CH:16][CH:15]=2)=O)=[CH:4][CH:3]=1, predict the reaction product. The product is: [CH3:20][C:10]1[C:9]2[N:8]=[C:6]([C:5]3[CH:21]=[CH:22][C:2]([CH3:1])=[CH:3][CH:4]=3)[C:15]3[CH:16]=[CH:17][CH:18]=[CH:19][C:14]=3[C:13]=2[NH:12][N:11]=1. (7) Given the reactants [CH2:1]([N:3]1[C:7]([CH:8]=[O:9])=[C:6]([CH3:10])[N:5]=[CH:4]1)[CH3:2].[BH4-].[Na+].O, predict the reaction product. The product is: [CH2:1]([N:3]1[C:7]([CH2:8][OH:9])=[C:6]([CH3:10])[N:5]=[CH:4]1)[CH3:2]. (8) Given the reactants C([N:8]1[CH2:13][CH2:12][O:11][CH2:10][C:9]1([CH3:18])[C:14]([O:16][CH3:17])=[O:15])C1C=CC=CC=1, predict the reaction product. The product is: [CH3:18][C:9]1([C:14]([O:16][CH3:17])=[O:15])[CH2:10][O:11][CH2:12][CH2:13][NH:8]1.